From a dataset of Reaction yield outcomes from USPTO patents with 853,638 reactions. Predict the reaction yield, written as a fraction of the theoretical maximum amount of product (1.0 means a 100% yield; for example, 0.34 means a 34% yield). (1) The reactants are [CH3:1][S:2]([C:5]1[CH:6]=[CH:7][C:8]([N:14]2[CH2:19][CH2:18][CH2:17][CH2:16][CH2:15]2)=[C:9]([CH:13]=1)[C:10]([OH:12])=O)(=[O:4])=[O:3].[F:20][C:21]1[CH:22]=[C:23]([C:33](=[O:35])[CH3:34])[CH:24]=[CH:25][C:26]=1[N:27]1[CH2:32][CH2:31][NH:30][CH2:29][CH2:28]1.C(Cl)CCl. The catalyst is C(N(CC)CC)C. The product is [F:20][C:21]1[CH:22]=[C:23]([C:33](=[O:35])[CH3:34])[CH:24]=[CH:25][C:26]=1[N:27]1[CH2:32][CH2:31][N:30]([C:10]([C:9]2[CH:13]=[C:5]([S:2]([CH3:1])(=[O:3])=[O:4])[CH:6]=[CH:7][C:8]=2[N:14]2[CH2:19][CH2:18][CH2:17][CH2:16][CH2:15]2)=[O:12])[CH2:29][CH2:28]1. The yield is 0.660. (2) The reactants are C(OC([N:8]1[CH2:13][CH2:12][CH:11]([C:14](=[O:18])[N:15]([CH3:17])[CH3:16])[CH2:10][CH2:9]1)=O)(C)(C)C.[ClH:19].CO. No catalyst specified. The product is [ClH:19].[CH3:16][N:15]([CH3:17])[C:14]([CH:11]1[CH2:10][CH2:9][NH:8][CH2:13][CH2:12]1)=[O:18]. The yield is 0.999. (3) The reactants are COC1C=C(OC)C=CC=1C[N:6]1[C:14](=[O:15])[C:13]2[C:12]([NH:16][C:17]3[CH:18]=[C:19]([CH3:23])[CH:20]=[CH:21][CH:22]=3)=[N:11][C:10]([NH:24][C@@H:25]3[CH2:30][CH2:29][CH2:28][CH2:27][C@@H:26]3[NH:31]C(=O)OC(C)(C)C)=[N:9][C:8]=2[CH2:7]1. The catalyst is C(O)(C(F)(F)F)=O. The product is [NH2:31][C@H:26]1[CH2:27][CH2:28][CH2:29][CH2:30][C@H:25]1[NH:24][C:10]1[N:11]=[C:12]([NH:16][C:17]2[CH:18]=[C:19]([CH3:23])[CH:20]=[CH:21][CH:22]=2)[C:13]2[C:14](=[O:15])[NH:6][CH2:7][C:8]=2[N:9]=1. The yield is 0.440. (4) The reactants are [C:1]([O:5][C:6]([N:8]1[CH2:20][C@@H:19]([CH3:21])[N:18]2[C@H:10]([CH2:11][C:12]3[C:17]2=[N:16][C:15]([CH2:22][CH2:23][CH2:24][OH:25])=[CH:14][CH:13]=3)[CH2:9]1)=[O:7])([CH3:4])([CH3:3])[CH3:2].[H-].[Na+].[CH3:28]I.O. The catalyst is O1CCCC1. The product is [C:1]([O:5][C:6]([N:8]1[CH2:20][C@@H:19]([CH3:21])[N:18]2[C@H:10]([CH2:11][C:12]3[C:17]2=[N:16][C:15]([CH2:22][CH2:23][CH2:24][O:25][CH3:28])=[CH:14][CH:13]=3)[CH2:9]1)=[O:7])([CH3:3])([CH3:2])[CH3:4]. The yield is 0.739. (5) The reactants are C1C=CC(P(C2C=CC3C(=CC=CC=3)C=2C2C3C(=CC=CC=3)C=CC=2P(C2C=CC=CC=2)C2C=CC=CC=2)C2C=CC=CC=2)=CC=1.Br[C:48]1[CH:53]=[CH:52][CH:51]=[CH:50][C:49]=1[Cl:54].[C:55]([O:59][C:60]([N:62]1[C:70]2[C:65](=[CH:66][CH:67]=[C:68]([NH2:71])[CH:69]=2)[C:64]([C:72]2[CH:77]=[CH:76][CH:75]=[CH:74][CH:73]=2)=[N:63]1)=[O:61])([CH3:58])([CH3:57])[CH3:56].C(=O)([O-])[O-].[Cs+].[Cs+]. The catalyst is O1CCCC1.CC([O-])=O.CC([O-])=O.[Pd+2].ClCCl.O. The product is [C:55]([O:59][C:60]([N:62]1[C:70]2[C:65](=[CH:66][CH:67]=[C:68]([NH:71][C:48]3[CH:53]=[CH:52][CH:51]=[CH:50][C:49]=3[Cl:54])[CH:69]=2)[C:64]([C:72]2[CH:77]=[CH:76][CH:75]=[CH:74][CH:73]=2)=[N:63]1)=[O:61])([CH3:58])([CH3:56])[CH3:57]. The yield is 0.530. (6) The reactants are [Cl:1][C:2]1[C:7]([Cl:8])=[CH:6][CH:5]=[CH:4][C:3]=1[N:9]1[CH2:14][CH2:13][NH:12][CH2:11][CH2:10]1.[C:15](=[O:18])([O-])[O-].[K+].[K+].[CH3:21][C:22]([CH3:24])=O. No catalyst specified. The product is [Cl:1][C:2]1[C:7]([Cl:8])=[CH:6][CH:5]=[CH:4][C:3]=1[N:9]1[CH2:14][CH2:13][N:12]([CH2:21][CH2:22][CH:24]2[CH2:15][O:18]2)[CH2:11][CH2:10]1. The yield is 0.950. (7) The reactants are [Br:1][C:2]1[S:3][C:4]([C:7]([OH:9])=O)=[CH:5][N:6]=1.C(N(CC)CC)C.CN(C(ON1N=NC2C=CC=NC1=2)=[N+](C)C)C.F[P-](F)(F)(F)(F)F.[NH2:41][CH:42]1[CH2:47][CH2:46][N:45]([CH2:48][C:49]2[CH:56]=[CH:55][C:52]([C:53]#[N:54])=[CH:51][CH:50]=2)[CH2:44][CH2:43]1. The catalyst is CN(C)C=O.O. The product is [Br:1][C:2]1[S:3][C:4]([C:7]([NH:41][CH:42]2[CH2:47][CH2:46][N:45]([CH2:48][C:49]3[CH:56]=[CH:55][C:52]([C:53]#[N:54])=[CH:51][CH:50]=3)[CH2:44][CH2:43]2)=[O:9])=[CH:5][N:6]=1. The yield is 1.00.